From a dataset of Reaction yield outcomes from USPTO patents with 853,638 reactions. Predict the reaction yield, written as a fraction of the theoretical maximum amount of product (1.0 means a 100% yield; for example, 0.34 means a 34% yield). (1) No catalyst specified. The yield is 0.910. The reactants are [Cl-].COC(C1C=C(C=CC=1)C[NH3+])=O.[C:14]([C:16]1[CH:21]=[CH:20][C:19]([N:22]=C=O)=[CH:18][CH:17]=1)#N.CO[C:27](=[O:47])[C:28]1[CH:33]=[CH:32][CH:31]=[C:30]([CH2:34][NH:35][C:36]([NH:38][C:39]2[CH:44]=[CH:43][C:42]([C:45]#[N:46])=[CH:41][CH:40]=2)=[O:37])[CH:29]=1.[CH3:48][N:49](C=O)[CH3:50]. The product is [C:45]([C:42]1[CH:41]=[CH:40][C:39]([NH:38][C:36](=[O:37])[NH:35][CH2:34][C:30]2[CH:29]=[C:28]([CH:33]=[CH:32][CH:31]=2)[C:27]([NH:22][C:19]2[CH:18]=[C:17]3[C:16]([CH2:14][CH2:48][NH:49][CH2:50]3)=[CH:21][CH:20]=2)=[O:47])=[CH:44][CH:43]=1)#[N:46]. (2) The reactants are [CH3:1][NH:2][C:3]1[N:8]=[C:7](Cl)[N:6]=[C:5]([Cl:10])[N:4]=1.[Cl:11][C:12]1[CH:13]=[C:14]([CH:16]=[C:17]([Cl:19])[CH:18]=1)[NH2:15].C(Cl)Cl.[K+].[Br-]. No catalyst specified. The product is [Cl:11][C:12]1[CH:13]=[C:14]([NH:15][C:7]2[N:8]=[C:3]([NH:2][CH3:1])[N:4]=[C:5]([Cl:10])[N:6]=2)[CH:16]=[C:17]([Cl:19])[CH:18]=1. The yield is 0.100. (3) The reactants are [CH:1]1([CH2:7][CH:8]([NH:12][C:13]([C:15]2[CH:45]=[CH:44][C:18]3[N:19]([CH:38]4[CH2:43][CH2:42][CH2:41][CH2:40][CH2:39]4)[C:20]([C:22]4[CH:23]=[C:24]5[C:29](=[CH:30][CH:31]=4)[N:28]=[C:27]([C:32]4[CH:37]=[CH:36][CH:35]=[CH:34][CH:33]=4)[CH:26]=[N:25]5)=[N:21][C:17]=3[CH:16]=2)=[O:14])[C:9]([OH:11])=[O:10])[CH2:6][CH2:5][CH2:4][CH2:3][CH2:2]1.C1C=CC(C[C@H](NC(OCC2C3C(=CC=CC=3)C3C2=CC=CC=3)=O)C=O)=CC=1. No catalyst specified. The product is [CH:38]1([N:19]2[C:18]3[CH:44]=[CH:45][C:15]([C:13]([NH:12][CH:8]([CH2:7][C:1]4[CH:6]=[CH:5][CH:4]=[CH:3][CH:2]=4)[C:9]([OH:11])=[O:10])=[O:14])=[CH:16][C:17]=3[N:21]=[C:20]2[C:22]2[CH:23]=[C:24]3[C:29](=[CH:30][CH:31]=2)[N:28]=[C:27]([C:32]2[CH:37]=[CH:36][CH:35]=[CH:34][CH:33]=2)[CH:26]=[N:25]3)[CH2:43][CH2:42][CH2:41][CH2:40][CH2:39]1. The yield is 0.440. (4) The reactants are [C:1]1(=[O:11])[NH:5][C:4](=[O:6])[C:3]2=[CH:7][CH:8]=[CH:9][CH:10]=[C:2]12.[K].Br[CH2:14][CH2:15][CH2:16][C:17]([CH3:27])([CH3:26])[CH2:18][O:19][CH:20]1[CH2:25][CH2:24][CH2:23][CH2:22][O:21]1.CCOCC. The catalyst is CN(C=O)C. The product is [CH3:27][C:17]([CH3:26])([CH2:18][O:19][CH:20]1[CH2:25][CH2:24][CH2:23][CH2:22][O:21]1)[CH2:16][CH2:15][CH2:14][N:5]1[C:1](=[O:11])[C:2]2[C:3](=[CH:7][CH:8]=[CH:9][CH:10]=2)[C:4]1=[O:6]. The yield is 0.930. (5) The reactants are [O:1]1[C:10]2[C:5](=[CH:6][CH:7]=[CH:8][CH:9]=2)[CH2:4][CH2:3][CH2:2]1.CN([CH:14]=[O:15])C.P(Cl)(Cl)(Cl)=O. The catalyst is ClCCCl. The product is [O:1]1[C:10]2[C:5](=[CH:6][C:7]([CH:14]=[O:15])=[CH:8][CH:9]=2)[CH2:4][CH2:3][CH2:2]1. The yield is 0.551.